From a dataset of Reaction yield outcomes from USPTO patents with 853,638 reactions. Predict the reaction yield, written as a fraction of the theoretical maximum amount of product (1.0 means a 100% yield; for example, 0.34 means a 34% yield). (1) The reactants are [C:1](=O)([O-])[O-].[K+].[K+].CI.[Br:9][C:10]1[S:14][C:13]([NH:15][C:16](=[O:18])[CH3:17])=[N:12][CH:11]=1.O. The catalyst is CC(C)=O. The product is [Br:9][C:10]1[S:14][C:13]([N:15]([CH3:1])[C:16](=[O:18])[CH3:17])=[N:12][CH:11]=1. The yield is 0.360. (2) The reactants are [C:1]([O:6][CH2:7][CH2:8][S:9][CH2:10][C:11]([O:13]C(C)(C)C)=[O:12])(=[O:5])[C:2]([CH3:4])=[CH2:3].COC1C=CC(O)=CC=1.C(Cl)(Cl)Cl.CO.CC(O)=O. The catalyst is FC(F)(F)C(O)=O. The product is [C:1]([O:6][CH2:7][CH2:8][S:9][CH2:10][C:11]([OH:13])=[O:12])(=[O:5])[C:2]([CH3:4])=[CH2:3]. The yield is 0.630.